From a dataset of Catalyst prediction with 721,799 reactions and 888 catalyst types from USPTO. Predict which catalyst facilitates the given reaction. Reactant: Cl.[CH3:2][CH:3]1[CH2:12][C:11]2[C:6](=[CH:7][CH:8]=[CH:9][CH:10]=2)[CH:5]([C:13]2[CH:18]=[CH:17][C:16]([C:19]([F:22])([F:21])[F:20])=[CH:15][CH:14]=2)[NH:4]1.CCN(C(C)C)C(C)C.[F:32][C:33]1[CH:38]=[CH:37][C:36]([N:39]=[C:40]=[O:41])=[CH:35][CH:34]=1.O. Product: [F:32][C:33]1[CH:38]=[CH:37][C:36]([NH:39][C:40]([N:4]2[CH:3]([CH3:2])[CH2:12][C:11]3[C:6](=[CH:7][CH:8]=[CH:9][CH:10]=3)[CH:5]2[C:13]2[CH:14]=[CH:15][C:16]([C:19]([F:20])([F:22])[F:21])=[CH:17][CH:18]=2)=[O:41])=[CH:35][CH:34]=1. The catalyst class is: 2.